Dataset: Reaction yield outcomes from USPTO patents with 853,638 reactions. Task: Predict the reaction yield, written as a fraction of the theoretical maximum amount of product (1.0 means a 100% yield; for example, 0.34 means a 34% yield). The reactants are [CH3:1][N:2]1[CH:6]=[C:5](B2OC(C)(C)C(C)(C)O2)[CH:4]=[N:3]1.I[C:17]1[CH:22]=[CH:21][C:20]([C:23]2[S:27][C:26]([NH2:28])=[N:25][N:24]=2)=[C:19]([O:29][CH3:30])[CH:18]=1.C([O-])([O-])=O.[Na+].[Na+]. The catalyst is O1CCOCC1.O.C1C=CC([P]([Pd]([P](C2C=CC=CC=2)(C2C=CC=CC=2)C2C=CC=CC=2)([P](C2C=CC=CC=2)(C2C=CC=CC=2)C2C=CC=CC=2)[P](C2C=CC=CC=2)(C2C=CC=CC=2)C2C=CC=CC=2)(C2C=CC=CC=2)C2C=CC=CC=2)=CC=1. The product is [CH3:30][O:29][C:19]1[CH:18]=[C:17]([C:5]2[CH:4]=[N:3][N:2]([CH3:1])[CH:6]=2)[CH:22]=[CH:21][C:20]=1[C:23]1[S:27][C:26]([NH2:28])=[N:25][N:24]=1. The yield is 0.620.